From a dataset of Forward reaction prediction with 1.9M reactions from USPTO patents (1976-2016). Predict the product of the given reaction. (1) The product is: [F:1][C:2]1[C:7]2[N:8]=[CH:9][O:10][C:6]=2[CH:5]=[C:4]([C:11]([NH:50][O:49][CH2:48][CH2:47][O:46][CH:44]=[CH2:45])=[O:13])[C:3]=1[NH:14][C:15]1[CH:20]=[CH:19][C:18]([I:21])=[CH:17][C:16]=1[F:22]. Given the reactants [F:1][C:2]1[C:7]2[N:8]=[CH:9][O:10][C:6]=2[CH:5]=[C:4]([C:11]([OH:13])=O)[C:3]=1[NH:14][C:15]1[CH:20]=[CH:19][C:18]([I:21])=[CH:17][C:16]=1[F:22].C1C=CC2N(O)N=NC=2C=1.CCN=C=NCCCN(C)C.[CH:44]([O:46][CH2:47][CH2:48][O:49][NH2:50])=[CH2:45].[NH4+].[Cl-], predict the reaction product. (2) Given the reactants [Cl:1][C:2]1[CH:3]=[C:4]([S:9]([NH:12][C:13]2[CH:14]=[CH:15][C:16]([O:19][C:20]3[CH:25]=[CH:24][C:23]([N:26]4[CH2:31][CH2:30][CH:29]([CH2:32][C:33]([OH:35])=O)[CH2:28][CH2:27]4)=[CH:22][C:21]=3[CH3:36])=[N:17][CH:18]=2)(=[O:11])=[O:10])[CH:5]=[CH:6][C:7]=1[Cl:8].[CH2:37]([N:44]1[CH2:49][CH2:48][NH:47][CH2:46][CH2:45]1)[C:38]1[CH:43]=[CH:42][CH:41]=[CH:40][CH:39]=1.C(N(CC)CC)C.C(P(=O)(OCC)OCC)#N.C(=O)(O)[O-].[Na+], predict the reaction product. The product is: [CH2:37]([N:44]1[CH2:49][CH2:48][N:47]([C:33](=[O:35])[CH2:32][CH:29]2[CH2:28][CH2:27][N:26]([C:23]3[CH:24]=[CH:25][C:20]([O:19][C:16]4[N:17]=[CH:18][C:13]([NH:12][S:9]([C:4]5[CH:5]=[CH:6][C:7]([Cl:8])=[C:2]([Cl:1])[CH:3]=5)(=[O:10])=[O:11])=[CH:14][CH:15]=4)=[C:21]([CH3:36])[CH:22]=3)[CH2:31][CH2:30]2)[CH2:46][CH2:45]1)[C:38]1[CH:39]=[CH:40][CH:41]=[CH:42][CH:43]=1. (3) Given the reactants [OH:1][C@:2]1([CH2:9][NH:10][C:11]([C:13]2[C:14]3[CH:15]=[CH:16][C:17](Cl)=[N:18][C:19]=3[CH:20]=[CH:21][C:22]=2[Cl:23])=[O:12])[CH2:7][CH2:6][CH2:5][C@@H:4]([CH3:8])[CH2:3]1.CCN(C(C)C)C(C)C.[F:34][C@H:35]1[CH2:39][CH2:38][NH:37][CH2:36]1, predict the reaction product. The product is: [OH:1][C:2]1([CH2:9][NH:10][C:11]([C:13]2[C:14]3[CH:15]=[CH:16][C:17]([N:37]4[CH2:38][CH2:39][C@H:35]([F:34])[CH2:36]4)=[N:18][C:19]=3[CH:20]=[CH:21][C:22]=2[Cl:23])=[O:12])[CH2:7][CH2:6][CH2:5][CH:4]([CH3:8])[CH2:3]1. (4) Given the reactants [CH2:1]([O:8][C:9]1[C:32]([Cl:33])=[CH:31][C:12]([C:13]([NH:15][C:16]2[CH:21]=[C:20]([S:22]([N:25]3[CH2:29][CH2:28][CH2:27][CH2:26]3)(=[O:24])=[O:23])[CH:19]=[CH:18][C:17]=2[OH:30])=[O:14])=[CH:11][C:10]=1[Cl:34])[C:2]1[CH:7]=[CH:6][CH:5]=[CH:4][CH:3]=1.C(=O)([O-])[O-].[K+].[K+].Br[CH2:42][CH2:43]Br.O, predict the reaction product. The product is: [CH2:1]([O:8][C:9]1[C:10]([Cl:34])=[CH:11][C:12]([C:13]([N:15]2[C:16]3[CH:21]=[C:20]([S:22]([N:25]4[CH2:29][CH2:28][CH2:27][CH2:26]4)(=[O:24])=[O:23])[CH:19]=[CH:18][C:17]=3[O:30][CH2:43][CH2:42]2)=[O:14])=[CH:31][C:32]=1[Cl:33])[C:2]1[CH:7]=[CH:6][CH:5]=[CH:4][CH:3]=1. (5) Given the reactants [C:1]1([P:7]([C:14]2[CH:19]=[CH:18][CH:17]=[CH:16][CH:15]=2)[C:8]2[CH:13]=[CH:12][CH:11]=[CH:10][CH:9]=2)[CH:6]=[CH:5][CH:4]=[CH:3][CH:2]=1.C([Cl:23])(=O)C.[CH3:24][N:25]1[CH:29]=[CH:28][CH:27]=[C:26]1[CH2:30]N1CCCC1, predict the reaction product. The product is: [Cl-:23].[CH3:24][N:25]1[CH:29]=[CH:28][CH:27]=[C:26]1[CH2:30][P+:7]([C:1]1[CH:2]=[CH:3][CH:4]=[CH:5][CH:6]=1)([C:8]1[CH:13]=[CH:12][CH:11]=[CH:10][CH:9]=1)[C:14]1[CH:15]=[CH:16][CH:17]=[CH:18][CH:19]=1. (6) Given the reactants Br[C:2]1[NH:3][C:4]2[C:9]([C:10]=1[CH:11]1[CH2:16][CH2:15][CH2:14][CH2:13][CH2:12]1)=[CH:8][CH:7]=[C:6]([C:17]([NH:19][S:20]([N:23]([CH3:25])[CH3:24])(=[O:22])=[O:21])=[O:18])[CH:5]=2.[Li+].[Cl-].[C:28]([O-:31])([O-])=O.[Na+].[Na+], predict the reaction product. The product is: [CH:11]1([C:10]2[C:9]3[C:4](=[CH:5][C:6]([C:17]([NH:19][S:20]([N:23]([CH3:24])[CH3:25])(=[O:22])=[O:21])=[O:18])=[CH:7][CH:8]=3)[NH:3][C:2]=2[C:4]2[CH:9]=[CH:8][CH:7]=[CH:6][C:5]=2[CH:28]=[O:31])[CH2:12][CH2:13][CH2:14][CH2:15][CH2:16]1. (7) Given the reactants [CH2:1]([O:8][C@H:9]1[C@H:14]([O:15][CH2:16][C:17]2[CH:22]=[CH:21][CH:20]=[CH:19][CH:18]=2)[C@H:13]([O:23][CH2:24][C:25]2[CH:30]=[CH:29][CH:28]=[CH:27][CH:26]=2)[C@@H:12]([O:31][CH2:32][C:33]2[CH:38]=[CH:37][CH:36]=[CH:35][CH:34]=2)[O:11][C@@H:10]1[C@@H:39]([OH:41])[CH3:40])[C:2]1[CH:7]=[CH:6][CH:5]=[CH:4][CH:3]=1.C1(P(C2C=CC=CC=2)C2C=CC=CC=2)C=CC=CC=1.C(OC(/N=N/C(=O)OC(C)C)=O)(C)C.[N+:75]([C:78]1[CH:86]=[CH:85][C:81]([C:82](O)=[O:83])=[CH:80][CH:79]=1)([O-:77])=[O:76], predict the reaction product. The product is: [CH2:1]([O:8][C@H:9]1[C@H:14]([O:15][CH2:16][C:17]2[CH:22]=[CH:21][CH:20]=[CH:19][CH:18]=2)[C@H:13]([O:23][CH2:24][C:25]2[CH:26]=[CH:27][CH:28]=[CH:29][CH:30]=2)[C@@H:12]([O:31][CH2:32][C:33]2[CH:34]=[CH:35][CH:36]=[CH:37][CH:38]=2)[O:11][C@@H:10]1[C@H:39]([O:41][C:82](=[O:83])[C:81]1[CH:80]=[CH:79][C:78]([N+:75]([O-:77])=[O:76])=[CH:86][CH:85]=1)[CH3:40])[C:2]1[CH:7]=[CH:6][CH:5]=[CH:4][CH:3]=1.